This data is from Full USPTO retrosynthesis dataset with 1.9M reactions from patents (1976-2016). The task is: Predict the reactants needed to synthesize the given product. (1) Given the product [F:14][C:7]1[CH:8]=[C:9]2[C:4](=[CH:5][C:6]=1[F:15])[N:3]=[CH:2][C:11]([CH:12]=[O:13])=[CH:10]2, predict the reactants needed to synthesize it. The reactants are: Cl[C:2]1[C:11]([CH:12]=[O:13])=[CH:10][C:9]2[C:4](=[CH:5][C:6]([F:15])=[C:7]([F:14])[CH:8]=2)[N:3]=1.C(N(CC)CC)C.O.CCOC(C)=O. (2) Given the product [C:20]([O:24][C:25]([N:27]1[CH2:30][CH2:29][C@H:28]1[CH2:31][O:32][C:33]1[CH:34]=[C:35]([C@@H:39]2[CH2:41][C@H:40]2[CH2:42][OH:43])[CH:36]=[N:37][CH:38]=1)=[O:26])([CH3:23])([CH3:22])[CH3:21], predict the reactants needed to synthesize it. The reactants are: C(OC1C=C([C@@H]2C[C@H]2CO)C=NC=1)C1C=CC=CC=1.[C:20]([O:24][C:25]([N:27]1[CH2:30][CH2:29][C@H:28]1[CH2:31][O:32][C:33]1[CH:34]=[C:35]([C@H:39]2[CH2:41][C@@H:40]2[CH2:42][OH:43])[CH:36]=[N:37][CH:38]=1)=[O:26])([CH3:23])([CH3:22])[CH3:21].C(OC1C=C([C@H]2C[C@@H]2CO)C=NC=1)C1C=CC=CC=1. (3) Given the product [O:36]=[CH:35][C@@H:33]([C@H:32]([C@@H:31]([C@@H:30]([CH2:29][OH:34])[OH:39])[OH:38])[OH:37])[OH:9], predict the reactants needed to synthesize it. The reactants are: CC1(C)S[C@@H]2[C@H](NC([C@H](N)C3C=CC=CC=3)=O)C(=[O:9])N2[C@H]1C(O)=O.CC(S[C@@H:29]1[O:34][C@H:33]([CH2:35][OH:36])[C@H:32]([OH:37])[C@H:31]([OH:38])[C@H:30]1[OH:39])C. (4) Given the product [CH3:1][O:2][C:3]([CH2:5][C:6]1[CH:7]=[C:8]([N:9]2[CH2:19][CH2:18][NH:17][CH2:16][CH2:15]2)[CH:10]=[CH:11][CH:12]=1)=[O:4], predict the reactants needed to synthesize it. The reactants are: [CH3:1][O:2][C:3]([CH2:5][C:6]1[CH:7]=[C:8]([CH:10]=[CH:11][CH:12]=1)[NH2:9])=[O:4].Cl.Cl[CH2:15][CH2:16][NH:17][CH2:18][CH2:19]Cl. (5) Given the product [Cl:1][C:2]1[CH:3]=[CH:4][C:5]([C:6]([N:8]2[CH2:14][C:13]3[CH:15]=[C:16]([CH2:40][C:39]([NH2:41])=[O:48])[CH:17]=[CH:18][C:12]=3[N:11]([CH2:22][C:23]3[CH:28]=[CH:27][C:26]([C:29]([N:31]4[CH2:35][CH:34]=[CH:33][CH2:32]4)=[O:30])=[CH:25][CH:24]=3)[C:10](=[O:36])[CH2:9]2)=[O:7])=[CH:37][CH:38]=1, predict the reactants needed to synthesize it. The reactants are: [Cl:1][C:2]1[CH:38]=[CH:37][C:5]([C:6]([N:8]2[CH2:14][C:13]3[CH:15]=[C:16](C(O)=O)[CH:17]=[CH:18][C:12]=3[N:11]([CH2:22][C:23]3[CH:28]=[CH:27][C:26]([C:29]([N:31]4[CH2:35][CH:34]=[CH:33][CH2:32]4)=[O:30])=[CH:25][CH:24]=3)[C:10](=[O:36])[CH2:9]2)=[O:7])=[CH:4][CH:3]=1.[CH2:39]([N:41](CC)CC)[CH3:40].ClC(OCC)=[O:48].O.N. (6) The reactants are: [CH2:1]([O:3][C:4]1[CH:5]=[C:6]2[C:11](=[C:12]3[CH2:16][C:15]([CH3:18])([CH3:17])[O:14][C:13]=13)[C:10]([C:19]1[CH:24]=[CH:23][C:22]([CH2:25][C:26]([O:28]C)=[O:27])=[CH:21][CH:20]=1)=[N:9][C:8]([CH3:31])([CH3:30])[CH2:7]2)[CH3:2].[OH-].[Na+].Cl. Given the product [CH2:1]([O:3][C:4]1[CH:5]=[C:6]2[C:11](=[C:12]3[CH2:16][C:15]([CH3:18])([CH3:17])[O:14][C:13]=13)[C:10]([C:19]1[CH:20]=[CH:21][C:22]([CH2:25][C:26]([OH:28])=[O:27])=[CH:23][CH:24]=1)=[N:9][C:8]([CH3:30])([CH3:31])[CH2:7]2)[CH3:2], predict the reactants needed to synthesize it. (7) Given the product [N+:1]([CH2:4][CH2:5][C:6]([C:9]1[CH:14]=[CH:13][CH:12]=[CH:11][CH:10]=1)=[O:7])([O-:3])=[O:2], predict the reactants needed to synthesize it. The reactants are: [N+:1]([CH2:4][CH2:5][C:6](Cl)=[O:7])([O-:3])=[O:2].[CH:9]1[CH:14]=[CH:13][CH:12]=[CH:11][CH:10]=1.